Dataset: Experimentally validated miRNA-target interactions with 360,000+ pairs, plus equal number of negative samples. Task: Binary Classification. Given a miRNA mature sequence and a target amino acid sequence, predict their likelihood of interaction. (1) The miRNA is mmu-miR-377-3p with sequence AUCACACAAAGGCAACUUUUGU. The protein sequence of the target gene is MEVAMVSAESSGCNSHMPYGYAAQARARERERLAHSRAAAAAAVAAATAAVEGTGGSGGGPHHHHQTRGAYSSHDPQGSRGSRRRRRQRTEKKKLHHRQSSFPHCSDLMPSGSEEKILRELSEEEEDEEEEEEEEEEGRFYYSEEDHGDGCSYTDLLPQDDGGGGGYSSVRYSDCCERVVINVSGLRFETQMKTLAQFPETLLGDPEKRTQYFDPLRNEYFFDRNRPSFDAILYYYQSGGRLKRPVNVPFDIFTEEVKFYQLGEEALLKFREDEGFVREEEDRALPENEFKKQIWLLFEY.... Result: 1 (interaction). (2) The miRNA is hsa-miR-4695-3p with sequence UGAUCUCACCGCUGCCUCCUUC. The protein sequence of the target gene is MMEKYEKIGKIGEGSYGVVFKCRNRDTGQIVAIKKFLESEDDPVIKKIALREIRMLKQLKHPNLVNLLEVFRRKRRLHLVFEYCDHTVLHELDRYQRGVPEHLVKSITWQTLQAVNFCHKHNCIHRDVKPENILITKHSVIKLCDFGFARLLAGPSDYYTDYVATRWYRSPELLVGDTQYGPPVDVWAIGCVFAELLSGVPLWPGKSDVDQLYLIRKTLGDLIPRHQQVFSTNQYFSGVKIPDPEDMEPLELKFPNISYPALGLLKGCLHMDPTQRLTCEQLLHHPYFENIREIEDLAKE.... Result: 1 (interaction).